From a dataset of Forward reaction prediction with 1.9M reactions from USPTO patents (1976-2016). Predict the product of the given reaction. (1) Given the reactants [Cl:1][C:2]1[CH:7]=[CH:6][CH:5]=[C:4](I)[C:3]=1[CH3:9].C1(P(C2C=CC=CC=2)C2C=CC=CC=2)C=CC=CC=1.[CH2:29]([OH:32])[C:30]#[CH:31].C(N(C(C)C)CC)(C)C, predict the reaction product. The product is: [Cl:1][C:2]1[C:3]([CH3:9])=[C:4]([C:31]#[C:30][CH2:29][OH:32])[CH:5]=[CH:6][CH:7]=1. (2) Given the reactants [NH2:1][C:2]1[O:6][C:5]([C:7]([O:9][CH3:10])=[O:8])=[CH:4][CH:3]=1.[CH:11](OCC)(OCC)OCC.[CH3:21][C:22]1([CH3:30])[O:29][C:27](=[O:28])[CH2:26][C:24](=[O:25])[O:23]1, predict the reaction product. The product is: [CH3:10][O:9][C:7]([C:5]1[O:6][C:2]([NH:1][CH:11]=[C:26]2[C:27](=[O:28])[O:29][C:22]([CH3:30])([CH3:21])[O:23][C:24]2=[O:25])=[CH:3][CH:4]=1)=[O:8].